From a dataset of Full USPTO retrosynthesis dataset with 1.9M reactions from patents (1976-2016). Predict the reactants needed to synthesize the given product. (1) Given the product [Cl:41][C:42]1[C:47]([CH3:48])=[CH:46][C:45]2[N:49]([CH2:59][C:60]3[CH:65]=[CH:64][C:63]([O:66][CH3:67])=[CH:62][C:61]=3[O:68][CH3:69])[C:50](=[O:58])[C@@H:51]([CH2:52][C:53]([O:55][CH2:56][CH3:57])=[O:54])[O:71][C@H:70]([C:72]3[CH:77]=[CH:76][CH:75]=[C:74]([O:78][CH3:79])[C:73]=3[O:80][CH3:81])[C:44]=2[CH:43]=1, predict the reactants needed to synthesize it. The reactants are: BrC1C=CC2N(CC3C=CC(OC)=CC=3OC)C(=O)[C@@H](CC(OCC)=O)O[C@H](C3C=CC=C(OC)C=3OC)C=2C=1.[Cl:41][C:42]1[C:47]([CH3:48])=[CH:46][C:45]([N:49]([CH2:59][C:60]2[CH:65]=[CH:64][C:63]([O:66][CH3:67])=[CH:62][C:61]=2[O:68][CH3:69])[C:50](=[O:58])/[CH:51]=[CH:52]/[C:53]([O:55][CH2:56][CH3:57])=[O:54])=[C:44]([CH:70]([C:72]2[CH:77]=[CH:76][CH:75]=[C:74]([O:78][CH3:79])[C:73]=2[O:80][CH3:81])[OH:71])[CH:43]=1. (2) Given the product [F:7][C:8]1[CH:9]=[C:10]([CH:13]=[C:14]([F:17])[C:15]=1[F:16])[C:11]([OH:20])=[O:12], predict the reactants needed to synthesize it. The reactants are: [Mn]([O-])(=O)(=O)=O.[K+].[F:7][C:8]1[CH:9]=[C:10]([CH:13]=[C:14]([F:17])[C:15]=1[F:16])[CH:11]=[O:12].Cl.S([O-])(O)=[O:20].[Na+]. (3) The reactants are: C([NH:5][S:6]([C:9]1[S:10][C:11]([C:14]2[CH:19]=[CH:18][CH:17]=[C:16]([C:20]3[N:25]=[C:24]([C:26]([F:29])([F:28])[F:27])[CH:23]=[C:22]([C:30]4[CH:35]=[CH:34][C:33]([C:36]([F:39])([F:38])[F:37])=[C:32]([F:40])[CH:31]=4)[N:21]=3)[CH:15]=2)=[CH:12][CH:13]=1)(=[O:8])=[O:7])(C)(C)C.C(O)(C(F)(F)F)=O. Given the product [F:40][C:32]1[CH:31]=[C:30]([C:22]2[CH:23]=[C:24]([C:26]([F:27])([F:28])[F:29])[N:25]=[C:20]([C:16]3[CH:15]=[C:14]([C:11]4[S:10][C:9]([S:6]([NH2:5])(=[O:8])=[O:7])=[CH:13][CH:12]=4)[CH:19]=[CH:18][CH:17]=3)[N:21]=2)[CH:35]=[CH:34][C:33]=1[C:36]([F:39])([F:38])[F:37], predict the reactants needed to synthesize it. (4) Given the product [CH3:5][N:6]([CH2:8][CH:9]([C:18]1([OH:24])[CH2:23][CH2:22][CH2:21][CH2:20][CH2:19]1)[C:10]1[CH:11]=[CH:12][C:13]([OH:16])=[CH:14][CH:15]=1)[CH3:7], predict the reactants needed to synthesize it. The reactants are: O.[S-2].[Na+].[Na+].[CH3:5][N:6]([CH2:8][CH:9]([C:18]1([OH:24])[CH2:23][CH2:22][CH2:21][CH2:20][CH2:19]1)[C:10]1[CH:11]=[CH:12][C:13]([O:16]C)=[CH:14][CH:15]=1)[CH3:7].C(OC(=O)C)C.O. (5) Given the product [C:1]([C:3]1[CH:4]=[CH:5][C:6]([O:12][CH:13]([CH3:15])[CH3:14])=[C:7]([CH:11]=1)[C:8]([NH:16][C@@H:17]([CH2:28][OH:29])[CH2:18][C:19]1[C:27]2[C:22](=[CH:23][CH:24]=[CH:25][CH:26]=2)[NH:21][CH:20]=1)=[O:10])#[CH:2], predict the reactants needed to synthesize it. The reactants are: [C:1]([C:3]1[CH:4]=[CH:5][C:6]([O:12][CH:13]([CH3:15])[CH3:14])=[C:7]([CH:11]=1)[C:8]([OH:10])=O)#[CH:2].[NH2:16][C@@H:17]([CH2:28][OH:29])[CH2:18][C:19]1[C:27]2[C:22](=[CH:23][CH:24]=[CH:25][CH:26]=2)[NH:21][CH:20]=1.C1C=CC2N(O)N=NC=2C=1.C(Cl)CCl. (6) Given the product [NH2:13][C:11](=[O:12])[CH2:10][C:4]1[CH:5]=[C:6]([F:9])[CH:7]=[CH:8][C:3]=1[C:1]#[C:2][C:19]1[C:20]([C:21]([F:22])([F:23])[F:24])=[CH:15][N:16]=[C:17]([NH:25][C:26]2[CH:31]=[CH:30][C:29]([CH:32]3[CH2:33][CH2:34][N:35]([C:38]([O:40][C:41]([CH3:44])([CH3:43])[CH3:42])=[O:39])[CH2:36][CH2:37]3)=[CH:28][CH:27]=2)[N:18]=1, predict the reactants needed to synthesize it. The reactants are: [C:1]([C:3]1[CH:8]=[CH:7][C:6]([F:9])=[CH:5][C:4]=1[CH2:10][C:11]([NH2:13])=[O:12])#[CH:2].Cl[C:15]1[C:20]([C:21]([F:24])([F:23])[F:22])=[CH:19][N:18]=[C:17]([NH:25][C:26]2[CH:31]=[CH:30][C:29]([CH:32]3[CH2:37][CH2:36][N:35]([C:38]([O:40][C:41]([CH3:44])([CH3:43])[CH3:42])=[O:39])[CH2:34][CH2:33]3)=[CH:28][CH:27]=2)[N:16]=1.F[B-](F)(F)F.CCN(CC)CC. (7) Given the product [Cl:32][CH2:31][CH2:30][CH2:22][O:25][C:9]1[CH:8]=[CH:7][C:6]([C:10]2[N:20]=[CH:19][CH:18]=[CH:17][C:11]=2[C:12]([O:14][CH2:15][CH3:16])=[O:13])=[CH:5][C:4]=1[C:2]#[N:3], predict the reactants needed to synthesize it. The reactants are: Cl.[C:2]([C:4]1[C:5](O)=[C:6]([C:10]2[N:20]=[CH:19][CH:18]=[CH:17][C:11]=2[C:12]([O:14][CH2:15][CH3:16])=[O:13])[CH:7]=[CH:8][CH:9]=1)#[N:3].[C:22](=[O:25])([O-])[O-].[K+].[K+].BrC[CH2:30][CH2:31][Cl:32]. (8) Given the product [NH2:1][C:2]1[C:11]2[N:12]=[CH:13][N:14]([CH2:15][C:16]([OH:19])([CH3:18])[CH3:17])[C:10]=2[C:9]2[CH:8]=[CH:7][C:6]([CH2:20][CH2:21][C:22]([N:46]3[CH2:51][CH2:50][O:49][CH2:48][CH2:47]3)=[O:24])=[CH:5][C:4]=2[N:3]=1, predict the reactants needed to synthesize it. The reactants are: [NH2:1][C:2]1[C:11]2[N:12]=[CH:13][N:14]([CH2:15][C:16]([OH:19])([CH3:18])[CH3:17])[C:10]=2[C:9]2[CH:8]=[CH:7][C:6]([CH2:20][CH2:21][C:22]([OH:24])=O)=[CH:5][C:4]=2[N:3]=1.ON1C2C=CC=CC=2N=N1.CN(C)CCCN=C=NCC.[NH:46]1[CH2:51][CH2:50][O:49][CH2:48][CH2:47]1. (9) Given the product [CH3:15][O:16][C:17]1[CH:22]=[CH:21][C:20]([NH:23][CH:11]2[CH2:12][CH2:13][N:8]([C:6]([O:5][C:1]([CH3:4])([CH3:3])[CH3:2])=[O:7])[CH2:9][CH2:10]2)=[CH:19][CH:18]=1, predict the reactants needed to synthesize it. The reactants are: [C:1]([O:5][C:6]([N:8]1[CH2:13][CH2:12][C:11](=O)[CH2:10][CH2:9]1)=[O:7])([CH3:4])([CH3:3])[CH3:2].[CH3:15][O:16][C:17]1[CH:22]=[CH:21][C:20]([NH2:23])=[CH:19][CH:18]=1.